Dataset: Full USPTO retrosynthesis dataset with 1.9M reactions from patents (1976-2016). Task: Predict the reactants needed to synthesize the given product. (1) Given the product [O:3]=[CH:4][CH2:5][CH2:6][N:7]([CH2:21][CH2:22][C:23]1[CH:28]=[CH:27][CH:26]=[CH:25][CH:24]=1)[C:8](=[O:20])[CH2:9][CH2:10][O:11][CH2:12][CH2:13][C:14]1[CH:15]=[CH:16][CH:17]=[CH:18][CH:19]=1, predict the reactants needed to synthesize it. The reactants are: C([O:3][CH:4](OCC)[CH2:5][CH2:6][N:7]([CH2:21][CH2:22][C:23]1[CH:28]=[CH:27][CH:26]=[CH:25][CH:24]=1)[C:8](=[O:20])[CH2:9][CH2:10][O:11][CH2:12][CH2:13][C:14]1[CH:19]=[CH:18][CH:17]=[CH:16][CH:15]=1)C.Cl.Cl.NCCC1C2SC(=O)NC=2C(O)=CC=1.C([BH3-])#N.[Na+].N. (2) Given the product [ClH:43].[O:2]1[C:3]2[CH:4]=[CH:5][C:6]([C:26]3([N:25]([CH3:38])[CH3:24])[CH2:35][CH2:34][C:29]4([O:33][CH2:32][CH2:31][O:30]4)[CH2:28][CH2:27]3)=[CH:7][C:8]=2[O:9][CH2:1]1, predict the reactants needed to synthesize it. The reactants are: [CH2:1]1[O:9][C:8]2[C:3](=[CH:4][CH:5]=[C-:6][CH:7]=2)[O:2]1.[Mg+2].[Br-].C1(C)C=CC=CC=1.C1COCC1.[CH3:24][N:25]([CH3:38])[C:26]1(C#N)[CH2:35][CH2:34][C:29]2([O:33][CH2:32][CH2:31][O:30]2)[CH2:28][CH2:27]1.[Cl-].[NH4+].C[Si](C)(C)[Cl:43]. (3) Given the product [CH2:1]([C:5]1[Se:6][C:7]([C:10]2[CH:15]=[CH:14][C:13]([C:16]3[CH:21]=[CH:20][C:19]([CH2:22][CH3:23])=[CH:18][CH:17]=3)=[C:12]([F:24])[C:11]=2[F:25])=[CH:8][CH:9]=1)[CH2:2][CH2:3][CH3:4], predict the reactants needed to synthesize it. The reactants are: [CH:1]([C:5]1[Se:6][C:7]([C:10]2[CH:15]=[CH:14][C:13]([C:16]3[CH:21]=[CH:20][C:19]([CH2:22][CH3:23])=[CH:18][CH:17]=3)=[C:12]([F:24])[C:11]=2[F:25])=[CH:8][CH:9]=1)=[CH:2][CH2:3][CH3:4]. (4) Given the product [NH:9]1[C:10]2[C:15](=[CH:14][CH:13]=[CH:12][CH:11]=2)[C:7]([CH:4]2[CH2:5][CH2:6][N:1]([C:21]([O:20][C:16]([CH3:19])([CH3:18])[CH3:17])=[O:22])[CH2:2][CH2:3]2)=[CH:8]1, predict the reactants needed to synthesize it. The reactants are: [NH:1]1[CH2:6][CH2:5][CH:4]([C:7]2[C:15]3[C:10](=[CH:11][CH:12]=[CH:13][CH:14]=3)[NH:9][CH:8]=2)[CH2:3][CH2:2]1.[C:16]([O:20][C:21](O[C:21]([O:20][C:16]([CH3:19])([CH3:18])[CH3:17])=[O:22])=[O:22])([CH3:19])([CH3:18])[CH3:17]. (5) Given the product [Br:1][C:2]1[CH:3]=[C:4]2[C:9](=[CH:10][CH:11]=1)[N:8]=[CH:7][C:6]([C:12]([CH:14]1[CH2:16][CH2:15]1)=[O:13])=[C:5]2[NH:18][C:19]1[CH:24]=[N:23][C:22]([NH:25][CH2:26][CH2:27][OH:28])=[CH:21][CH:20]=1, predict the reactants needed to synthesize it. The reactants are: [Br:1][C:2]1[CH:3]=[C:4]2[C:9](=[CH:10][CH:11]=1)[N:8]=[CH:7][C:6]([C:12]([CH:14]1[CH2:16][CH2:15]1)=[O:13])=[C:5]2Cl.[NH2:18][C:19]1[CH:20]=[CH:21][C:22]([NH:25][CH2:26][CH2:27][OH:28])=[N:23][CH:24]=1. (6) Given the product [C:1]([NH:4][C:5]1[S:6][C:7]([C:11]2[N:12]=[C:13]([C:16]([NH:26][CH2:25][CH:23]([OH:24])[CH2:22][OH:21])=[O:17])[S:14][CH:15]=2)=[C:8]([CH3:10])[N:9]=1)(=[O:3])[CH3:2], predict the reactants needed to synthesize it. The reactants are: [C:1]([NH:4][C:5]1[S:6][C:7]([C:11]2[N:12]=[C:13]([C:16](Cl)=[O:17])[S:14][CH:15]=2)=[C:8]([CH3:10])[N:9]=1)(=[O:3])[CH3:2].CC1(C)[O:24][CH:23]([CH2:25][NH2:26])[CH2:22][O:21]1.C(N(CC)CC)C. (7) Given the product [Br:1][C:2]1[CH:7]=[CH:6][C:5]([Cl:8])=[C:4]([B:17]([OH:18])[OH:16])[CH:3]=1, predict the reactants needed to synthesize it. The reactants are: [Br:1][C:2]1[CH:7]=[CH:6][C:5]([Cl:8])=[C:4](I)[CH:3]=1.C([Mg]Cl)(C)C.C[O:16][B:17](OC)[O:18]C. (8) Given the product [Cl:28][C:29]1[C:30]([F:43])=[C:31]([N:35]2[CH:39]=[C:38]([C:40]([N:11]3[CH2:10][CH2:9][N:8]4[C:4]([CH:1]([CH3:3])[CH3:2])=[N:5][N:6]=[C:7]4[CH:12]3[C:14]([NH:13][C:15]3[CH:16]=[CH:17][C:18]([C:19]([OH:21])=[O:20])=[CH:26][CH:27]=3)=[O:45])=[O:41])[N:37]=[N:36]2)[CH:32]=[CH:33][CH:34]=1, predict the reactants needed to synthesize it. The reactants are: [CH:1]([C:4]1[N:8]2[CH2:9][CH2:10][NH:11][CH2:12][C:7]2=[N:6][N:5]=1)([CH3:3])[CH3:2].[N+:13]([C:15]1[CH:27]=[CH:26][C:18]([C:19]([O:21]C(C)(C)C)=[O:20])=[CH:17][CH:16]=1)#[C-:14].[Cl:28][C:29]1[C:30]([F:43])=[C:31]([N:35]2[CH:39]=[C:38]([C:40](O)=[O:41])[N:37]=[N:36]2)[CH:32]=[CH:33][CH:34]=1.C(O)(C(F)(F)F)=[O:45].